From a dataset of Full USPTO retrosynthesis dataset with 1.9M reactions from patents (1976-2016). Predict the reactants needed to synthesize the given product. (1) The reactants are: Cl.Cl.[N:3]12[CH2:11][CH2:10][CH:7]([CH2:8][CH2:9]1)[NH:6][CH2:5][CH2:4]2.[CH3:12][O:13][C:14]1[CH:19]=[CH:18][C:17]2[O:20][CH2:21][C:22]3[C:26]([C:27](O)=[O:28])=[N:25][NH:24][C:23]=3[C:16]=2[CH:15]=1. Given the product [N:3]12[CH2:11][CH2:10][CH:7]([CH2:8][CH2:9]1)[N:6]([C:27]([C:26]1[C:22]3[CH2:21][O:20][C:17]4[CH:18]=[CH:19][C:14]([O:13][CH3:12])=[CH:15][C:16]=4[C:23]=3[NH:24][N:25]=1)=[O:28])[CH2:5][CH2:4]2, predict the reactants needed to synthesize it. (2) Given the product [ClH:42].[Cl-:42].[NH2:11][CH2:12][C:13](=[O:38])[CH2:14][CH2:15][C:16]([O:18][CH2:19][CH2:20][N+:21]1[CH:26]=[CH:25][C:24]([OH:27])=[C:23]([OH:28])[C:22]=1[CH2:36][CH3:37])=[O:17], predict the reactants needed to synthesize it. The reactants are: C(OC([NH:11][CH2:12][C:13](=[O:38])[CH2:14][CH2:15][C:16]([O:18][CH2:19][CH2:20][N:21]1[CH:26]=[CH:25][C:24](=[O:27])[C:23]([O:28]CC2C=CC=CC=2)=[C:22]1[CH2:36][CH3:37])=[O:17])=O)C1C=CC=CC=1.C(O)C.[ClH:42]. (3) Given the product [F:42][C:43]([F:48])([F:47])[C:44]([OH:46])=[O:45].[Br:1][C:2]1[CH:7]=[CH:6][C:5]([S:8]([O:11][CH2:12][CH2:13][CH2:14][O:15][C:16]2[CH:21]=[CH:20][C:19]([CH2:22][NH:23][C:24]([NH2:33])=[NH:25])=[CH:18][C:17]=2[Br:41])(=[O:10])=[O:9])=[CH:4][CH:3]=1, predict the reactants needed to synthesize it. The reactants are: [Br:1][C:2]1[CH:7]=[CH:6][C:5]([S:8]([O:11][CH2:12][CH2:13][CH2:14][O:15][C:16]2[CH:21]=[CH:20][C:19]([CH2:22][NH:23][C:24]([NH:33]C(OC(C)(C)C)=O)=[N:25]C(OC(C)(C)C)=O)=[CH:18][C:17]=2[Br:41])(=[O:10])=[O:9])=[CH:4][CH:3]=1.[F:42][C:43]([F:48])([F:47])[C:44]([OH:46])=[O:45]. (4) Given the product [F:1][C:2]([F:12])([F:11])[C:3]1[CH:10]=[CH:9][CH:8]=[C:5]([CH:6]=[CH2:13])[CH:4]=1, predict the reactants needed to synthesize it. The reactants are: [F:1][C:2]([F:12])([F:11])[C:3]1[CH:4]=[C:5]([CH:8]=[CH:9][CH:10]=1)[CH:6]=O.[CH3:13]C(C)([O-])C.[K+].C(=O)(O)[O-].[Na+]. (5) The reactants are: Br[C:2]1[C:3]([F:13])=[CH:4][C:5]2[O:9][C:8](=[O:10])[N:7]([CH3:11])[C:6]=2[CH:12]=1.[CH3:14][C:15]1([CH3:31])[C:19]([CH3:21])([CH3:20])[O:18][B:17]([B:17]2[O:18][C:19]([CH3:21])([CH3:20])[C:15]([CH3:31])([CH3:14])[O:16]2)[O:16]1.C([O-])(=O)C.[K+].C(Cl)Cl. Given the product [F:13][C:3]1[C:2]([B:17]2[O:18][C:19]([CH3:21])([CH3:20])[C:15]([CH3:31])([CH3:14])[O:16]2)=[CH:12][C:6]2[N:7]([CH3:11])[C:8](=[O:10])[O:9][C:5]=2[CH:4]=1, predict the reactants needed to synthesize it. (6) The reactants are: C([O:4][C@@H:5]1[C@H:12]2[C@H:8]([O:9][CH2:10][CH2:11]2)[O:7][CH2:6]1)(=O)C.C(=O)([O-])[O-].[K+].[K+]. Given the product [O:7]1[C@H:8]2[O:9][CH2:10][CH2:11][C@H:12]2[C@@H:5]([OH:4])[CH2:6]1, predict the reactants needed to synthesize it.